The task is: Predict the reaction yield, written as a fraction of the theoretical maximum amount of product (1.0 means a 100% yield; for example, 0.34 means a 34% yield).. This data is from Reaction yield outcomes from USPTO patents with 853,638 reactions. (1) The reactants are [CH2:1]1[CH2:6][CH2:5][C:4]([CH2:11][NH2:12])([CH2:7][C:8]([OH:10])=[O:9])[CH2:3][CH2:2]1.[CH2:13](O)[CH:14]=[CH2:15].S(Cl)([Cl:19])=O. The catalyst is C(OCC)C. The product is [ClH:19].[NH2:12][CH2:11][C:4]1([CH2:7][C:8]([O:10][CH2:15][CH:14]=[CH2:13])=[O:9])[CH2:3][CH2:2][CH2:1][CH2:6][CH2:5]1. The yield is 0.880. (2) The product is [Cl:5][C:6]1[CH:11]=[CH:10][C:9]([N+:12]([O-:14])=[O:13])=[CH:8][C:7]=1[S:15]([NH2:20])(=[O:18])=[O:16]. The reactants are S(Cl)(Cl)=O.[Cl:5][C:6]1[CH:11]=[CH:10][C:9]([N+:12]([O-:14])=[O:13])=[CH:8][C:7]=1[S:15]([OH:18])(=O)=[O:16].C[N:20](C)C=O. The yield is 0.424. No catalyst specified. (3) The reactants are O[C:2]1[N:7]2[N:8]=[CH:9][CH:10]=[C:6]2[N:5]=[CH:4][C:3]=1[C:11]([O:13][CH2:14][CH3:15])=[O:12].[Cl:16][C:17]1[CH:18]=[C:19]([CH:21]=[CH:22][C:23]=1[Cl:24])[NH2:20]. No catalyst specified. The product is [Cl:16][C:17]1[CH:18]=[C:19]([NH:20][C:2]2[N:7]3[N:8]=[CH:9][CH:10]=[C:6]3[N:5]=[CH:4][C:3]=2[C:11]([O:13][CH2:14][CH3:15])=[O:12])[CH:21]=[CH:22][C:23]=1[Cl:24]. The yield is 0.570. (4) The reactants are [CH2:1]([C:5]1[CH:10]=[CH:9][C:8]([C:11]2[O:15][N:14]=[C:13]([C:16]3[S:17][C:18]4[CH2:24][CH2:23][CH2:22][CH:21]([N:25]5[CH2:28][CH:27]([C:29]([O:31]CC)=[O:30])[CH2:26]5)[C:19]=4[CH:20]=3)[N:12]=2)=[CH:7][CH:6]=1)[CH:2]([CH3:4])[CH3:3].O.[OH-].[Li+].C(O)(=O)C. No catalyst specified. The product is [CH2:1]([C:5]1[CH:10]=[CH:9][C:8]([C:11]2[O:15][N:14]=[C:13]([C:16]3[S:17][C:18]4[CH2:24][CH2:23][CH2:22][CH:21]([N:25]5[CH2:28][CH:27]([C:29]([OH:31])=[O:30])[CH2:26]5)[C:19]=4[CH:20]=3)[N:12]=2)=[CH:7][CH:6]=1)[CH:2]([CH3:4])[CH3:3]. The yield is 0.640. (5) The reactants are [O:1]1[C:5]2[CH:6]=[CH:7][C:8]([C:10]3([C:13]([OH:15])=[O:14])[CH2:12][CH2:11]3)=[CH:9][C:4]=2[CH:3]=[CH:2]1. The catalyst is CO.O=[Pt]=O. The product is [O:1]1[C:5]2[CH:6]=[CH:7][C:8]([C:10]3([C:13]([OH:15])=[O:14])[CH2:12][CH2:11]3)=[CH:9][C:4]=2[CH2:3][CH2:2]1. The yield is 0.470. (6) The reactants are [C:1]([O:7][CH2:8][N:9]1[C:13]2[N:14]=[N:15][CH:16]=[C:17](Cl)[C:12]=2[CH:11]=[CH:10]1)(=[O:6])[C:2]([CH3:5])([CH3:4])[CH3:3].[CH:19]1([CH:24]([N:28]2[CH:32]=[C:31](B3OC(C)(C)C(C)(C)O3)[CH:30]=[N:29]2)[CH2:25][C:26]#[N:27])[CH2:23][CH2:22][CH2:21][CH2:20]1.C(=O)([O-])[O-].[K+].[K+]. The catalyst is O1CCOCC1.C1C=CC([P]([Pd]([P](C2C=CC=CC=2)(C2C=CC=CC=2)C2C=CC=CC=2)([P](C2C=CC=CC=2)(C2C=CC=CC=2)C2C=CC=CC=2)[P](C2C=CC=CC=2)(C2C=CC=CC=2)C2C=CC=CC=2)(C2C=CC=CC=2)C2C=CC=CC=2)=CC=1. The product is [C:1]([O:7][CH2:8][N:9]1[C:13]2[N:14]=[N:15][CH:16]=[C:17]([C:31]3[CH:30]=[N:29][N:28]([CH:24]([CH:19]4[CH2:23][CH2:22][CH2:21][CH2:20]4)[CH2:25][C:26]#[N:27])[CH:32]=3)[C:12]=2[CH:11]=[CH:10]1)(=[O:6])[C:2]([CH3:5])([CH3:4])[CH3:3]. The yield is 0.0600.